From a dataset of CYP3A4 inhibition data for predicting drug metabolism from PubChem BioAssay. Regression/Classification. Given a drug SMILES string, predict its absorption, distribution, metabolism, or excretion properties. Task type varies by dataset: regression for continuous measurements (e.g., permeability, clearance, half-life) or binary classification for categorical outcomes (e.g., BBB penetration, CYP inhibition). Dataset: cyp3a4_veith. The compound is Nc1ccc(N2CCN(C(=O)c3ccco3)CC2)cc1. The result is 0 (non-inhibitor).